Dataset: Peptide-MHC class I binding affinity with 185,985 pairs from IEDB/IMGT. Task: Regression. Given a peptide amino acid sequence and an MHC pseudo amino acid sequence, predict their binding affinity value. This is MHC class I binding data. The peptide sequence is DELWRGLLA. The MHC is HLA-A02:03 with pseudo-sequence HLA-A02:03. The binding affinity (normalized) is 0.0847.